This data is from Catalyst prediction with 721,799 reactions and 888 catalyst types from USPTO. The task is: Predict which catalyst facilitates the given reaction. (1) Reactant: [Br:1][C:2]1[CH:7]=[CH:6][C:5]([NH:8][C:9](=[O:15])[CH:10]=[CH:11]OCC)=[CH:4][CH:3]=1. Product: [Br:1][C:2]1[CH:3]=[C:4]2[C:5](=[CH:6][CH:7]=1)[NH:8][C:9](=[O:15])[CH:10]=[CH:11]2. The catalyst class is: 65. (2) Reactant: [F:1][C:2]1[CH:24]=[CH:23][CH:22]=[CH:21][C:3]=1[O:4][CH2:5][CH:6]1[CH2:11][CH2:10][N:9]([CH2:12][CH2:13][C:14]2[NH:19][C:18](=[O:20])[CH:17]=[N:16][CH:15]=2)[CH2:8][CH2:7]1.[H-].[Na+].[CH3:27]I.O. Product: [F:1][C:2]1[CH:24]=[CH:23][CH:22]=[CH:21][C:3]=1[O:4][CH2:5][CH:6]1[CH2:7][CH2:8][N:9]([CH2:12][CH2:13][C:14]2[N:19]([CH3:27])[C:18](=[O:20])[CH:17]=[N:16][CH:15]=2)[CH2:10][CH2:11]1. The catalyst class is: 42. (3) Reactant: [C:1]([C@H:4]1[CH2:9][CH2:8][C@H:7]([CH2:10][N:11]2[CH2:19][C:18]3[C:13](=[C:14]([F:21])[C:15]([OH:20])=[CH:16][CH:17]=3)[C:12]2=[O:22])[CH2:6][CH2:5]1)(=[O:3])[CH3:2].[BH4-].[Na+]. Product: [F:21][C:14]1[C:15]([OH:20])=[CH:16][CH:17]=[C:18]2[C:13]=1[C:12](=[O:22])[N:11]([CH2:10][C@H:7]1[CH2:8][CH2:9][C@H:4]([CH:1]([OH:3])[CH3:2])[CH2:5][CH2:6]1)[CH2:19]2. The catalyst class is: 8.